From a dataset of Full USPTO retrosynthesis dataset with 1.9M reactions from patents (1976-2016). Predict the reactants needed to synthesize the given product. (1) Given the product [C:33]([C:2]1[N:7]2[C:8]([CH2:15][CH:16]3[CH2:21][CH2:20][C:19]([F:22])([F:23])[CH2:18][CH2:17]3)=[C:9]([C:11]([F:13])([F:14])[F:12])[N:10]=[C:6]2[CH:5]=[C:4]([C:24]([O:26][CH3:27])=[O:25])[CH:3]=1)#[N:34], predict the reactants needed to synthesize it. The reactants are: Cl[C:2]1[N:7]2[C:8]([CH2:15][CH:16]3[CH2:21][CH2:20][C:19]([F:23])([F:22])[CH2:18][CH2:17]3)=[C:9]([C:11]([F:14])([F:13])[F:12])[N:10]=[C:6]2[CH:5]=[C:4]([C:24]([O:26][CH3:27])=[O:25])[CH:3]=1.C(=O)([O-])O.[Na+].[CH3:33][N:34](C=O)C. (2) Given the product [CH2:1]([O:8][C:9](=[O:10])[N:11]([CH2:18][C:19]1[CH:51]=[CH:50][C:22]2[N:23]([CH2:37][CH:38]3[CH2:42][CH2:41][CH2:40][NH:39]3)[C:24]([NH:26][C:27]([C:29]3[S:30][C:31]([CH:34]([F:35])[F:36])=[CH:32][CH:33]=3)=[O:28])=[N:25][C:21]=2[CH:20]=1)[C@H:12]([C:14]([CH3:16])([CH3:17])[CH3:15])[CH3:13])[C:2]1[CH:3]=[CH:4][CH:5]=[CH:6][CH:7]=1, predict the reactants needed to synthesize it. The reactants are: [CH2:1]([O:8][C:9]([N:11]([CH2:18][C:19]1[CH:51]=[CH:50][C:22]2[N:23]([CH2:37][CH:38]3[CH2:42][CH2:41][CH2:40][N:39]3C(OC(C)(C)C)=O)[C:24]([NH:26][C:27]([C:29]3[S:30][C:31]([CH:34]([F:36])[F:35])=[CH:32][CH:33]=3)=[O:28])=[N:25][C:21]=2[CH:20]=1)[C@H:12]([C:14]([CH3:17])([CH3:16])[CH3:15])[CH3:13])=[O:10])[C:2]1[CH:7]=[CH:6][CH:5]=[CH:4][CH:3]=1.C(O)(C(F)(F)F)=O. (3) Given the product [CH3:22][O:23][C:24](=[O:35])[C:25]1[CH:30]=[CH:29][C:28]([NH:31][C:32]([N:17]([C:16]2[N:8]([C:5]3[CH:6]=[CH:7][C:2]([Cl:1])=[CH:3][CH:4]=3)[N:9]=[C:10]3[C:15]=2[CH:14]=[CH:13][CH:12]=[CH:11]3)[CH:18]2[CH2:21][CH2:20][CH2:19]2)=[O:33])=[C:27]([Cl:34])[CH:26]=1, predict the reactants needed to synthesize it. The reactants are: [Cl:1][C:2]1[CH:7]=[CH:6][C:5]([N:8]2[C:16]([NH:17][CH:18]3[CH2:21][CH2:20][CH2:19]3)=[C:15]3[C:10]([CH:11]=[CH:12][CH:13]=[CH:14]3)=[N:9]2)=[CH:4][CH:3]=1.[CH3:22][O:23][C:24](=[O:35])[C:25]1[CH:30]=[CH:29][C:28]([N:31]=[C:32]=[O:33])=[C:27]([Cl:34])[CH:26]=1.CCN(CC)CC. (4) Given the product [F:24][C:25]1[CH:30]=[CH:29][CH:28]=[CH:27][C:26]=1[C:2]1[C:10]2[O:9][CH:8]([CH2:11][O:12][S:13]([C:16]3[CH:17]=[CH:18][C:19]([CH3:22])=[CH:20][CH:21]=3)(=[O:14])=[O:15])[O:7][C:6]=2[CH:5]=[C:4]([Cl:23])[CH:3]=1, predict the reactants needed to synthesize it. The reactants are: Br[C:2]1[C:10]2[O:9][CH:8]([CH2:11][O:12][S:13]([C:16]3[CH:21]=[CH:20][C:19]([CH3:22])=[CH:18][CH:17]=3)(=[O:15])=[O:14])[O:7][C:6]=2[CH:5]=[C:4]([Cl:23])[CH:3]=1.[F:24][C:25]1[CH:30]=[CH:29][CH:28]=[CH:27][C:26]=1B(O)O. (5) Given the product [OH:13][CH2:14][CH:15]([CH2:21][N:1]1[CH2:2][CH:3]([CH2:10][CH2:11][CH3:12])[CH2:4][C:5]1=[O:7])[C:16]([O:18][CH2:19][CH3:20])=[O:17], predict the reactants needed to synthesize it. The reactants are: [NH2:1][CH2:2][CH:3]([CH2:10][CH2:11][CH3:12])[CH2:4][C:5]([O:7]CC)=O.[OH:13][CH2:14][C:15](=[CH2:21])[C:16]([O:18][CH2:19][CH3:20])=[O:17].CCN(CC)CC. (6) Given the product [Cl:1][C:2]1[C:11]2[C:6](=[C:7]([O:12][CH2:33][CH2:34][N:35]3[CH2:40][CH2:39][O:38][CH2:37][CH2:36]3)[CH:8]=[CH:9][CH:10]=2)[N:5]=[CH:4][N:3]=1, predict the reactants needed to synthesize it. The reactants are: [Cl:1][C:2]1[C:11]2[C:6](=[C:7]([OH:12])[CH:8]=[CH:9][CH:10]=2)[N:5]=[CH:4][N:3]=1.C1(P(C2C=CC=CC=2)C2C=CC=CC=2)C=CC=CC=1.O[CH2:33][CH2:34][N:35]1[CH2:40][CH2:39][O:38][CH2:37][CH2:36]1.N(C(OCC)=O)=NC(OCC)=O. (7) Given the product [CH:28]1([NH:34][C:2]2[N:3]=[C:4]([N:13]3[CH2:14][CH2:15][N:16]([C:19](=[O:27])[CH2:20][C:21]4[CH:22]=[CH:23][CH:24]=[CH:25][CH:26]=4)[CH2:17][CH2:18]3)[C:5]3[CH:10]=[C:9]([CH2:11][CH3:12])[S:8][C:6]=3[N:7]=2)[CH2:33][CH2:32][CH2:31][CH2:30][CH2:29]1, predict the reactants needed to synthesize it. The reactants are: Cl[C:2]1[N:3]=[C:4]([N:13]2[CH2:18][CH2:17][N:16]([C:19](=[O:27])[CH2:20][C:21]3[CH:26]=[CH:25][CH:24]=[CH:23][CH:22]=3)[CH2:15][CH2:14]2)[C:5]2[CH:10]=[C:9]([CH2:11][CH3:12])[S:8][C:6]=2[N:7]=1.[CH:28]1([NH2:34])[CH2:33][CH2:32][CH2:31][CH2:30][CH2:29]1.